Predict which catalyst facilitates the given reaction. From a dataset of Catalyst prediction with 721,799 reactions and 888 catalyst types from USPTO. (1) The catalyst class is: 9. Product: [CH2:16]([N:23]1[C:24]2[C:25](=[CH:31][CH:32]=[CH:33][CH:34]=2)[C:3]([OH:5])=[C:2]([C:1]([O:9][CH2:10][CH3:11])=[O:8])[C:29]1=[O:28])[C:17]1[CH:18]=[CH:19][CH:20]=[CH:21][CH:22]=1. Reactant: [C:1]([O:9][CH2:10][CH3:11])(=[O:8])[CH2:2][C:3]([O:5]CC)=O.[H-].[Na+].[H][H].[CH2:16]([N:23]1[C:29](=O)[O:28]C(=O)[C:25]2=[CH:31][CH:32]=[CH:33][CH:34]=[C:24]12)[C:17]1[CH:22]=[CH:21][CH:20]=[CH:19][CH:18]=1. (2) Reactant: [CH2:1]=[CH:2][C:3]1[CH:8]=[CH:7][C:6]([S:9]([NH2:12])(=[O:11])=[O:10])=[CH:5][CH:4]=1.C(=O)([O-])[OH:14].[NH4+].OO. Product: [O:14]1[CH2:1][CH:2]1[C:3]1[CH:4]=[CH:5][C:6]([S:9]([NH2:12])(=[O:11])=[O:10])=[CH:7][CH:8]=1. The catalyst class is: 47. (3) Reactant: Br[CH:2]([C:14]1[CH:19]=[CH:18][CH:17]=[CH:16][CH:15]=1)[C:3]([NH:5][C:6]1[CH:11]=[CH:10][C:9]([CH3:12])=[CH:8][C:7]=1[OH:13])=[O:4].C(=O)([O-])[O-].[K+].[K+].O.Cl. Product: [CH3:12][C:9]1[CH:10]=[CH:11][C:6]2[NH:5][C:3](=[O:4])[CH:2]([C:14]3[CH:19]=[CH:18][CH:17]=[CH:16][CH:15]=3)[O:13][C:7]=2[CH:8]=1. The catalyst class is: 9. (4) Reactant: [CH3:1][Si:2]([CH3:49])([CH3:48])[CH2:3][CH2:4][O:5][CH2:6][N:7]([CH2:40][O:41][CH2:42][CH2:43][Si:44]([CH3:47])([CH3:46])[CH3:45])[C:8]1[N:13]2[N:14]=[CH:15][C:16]([C:17]3[CH:18]=[N:19][C:20]([C:23]4[CH:28]=[CH:27][CH:26]=[CH:25][CH:24]=4)=[CH:21][CH:22]=3)=[C:12]2[N:11]=[C:10]([O:29][C:30]2[CH:39]=[CH:38][C:33]([C:34]([O:36][CH3:37])=[O:35])=[CH:32][CH:31]=2)[CH:9]=1.C1C(=O)N([Br:57])C(=O)C1. Product: [CH3:49][Si:2]([CH3:48])([CH3:1])[CH2:3][CH2:4][O:5][CH2:6][N:7]([CH2:40][O:41][CH2:42][CH2:43][Si:44]([CH3:47])([CH3:46])[CH3:45])[C:8]1[N:13]2[N:14]=[CH:15][C:16]([C:17]3[CH:18]=[N:19][C:20]([C:23]4[CH:28]=[CH:27][CH:26]=[CH:25][CH:24]=4)=[CH:21][CH:22]=3)=[C:12]2[N:11]=[C:10]([O:29][C:30]2[CH:31]=[CH:32][C:33]([C:34]([O:36][CH3:37])=[O:35])=[CH:38][CH:39]=2)[C:9]=1[Br:57]. The catalyst class is: 10. (5) Reactant: [C:1]([O:5][C:6]([NH:8][C@@H:9]([CH2:14][N:15]1[CH2:20][CH2:19][CH:18]([C:21]([F:24])([F:23])[F:22])[CH2:17][CH2:16]1)[C:10](OC)=[O:11])=[O:7])([CH3:4])([CH3:3])[CH3:2].C1COCC1.CC(C[AlH]CC(C)C)C.[C@H](O)(C([O-])=O)[C@@H](O)C([O-])=O.[Na+].[K+]. Product: [OH:11][CH2:10][C@@H:9]([NH:8][C:6](=[O:7])[O:5][C:1]([CH3:3])([CH3:2])[CH3:4])[CH2:14][N:15]1[CH2:20][CH2:19][CH:18]([C:21]([F:24])([F:22])[F:23])[CH2:17][CH2:16]1. The catalyst class is: 28. (6) Reactant: C[O:2][C:3]1[N:8]=[C:7]([NH:9][C:10]2[CH:15]=[CH:14][C:13]([C:16]([F:19])([F:18])[F:17])=[CH:12][CH:11]=2)[CH:6]=[C:5]([C:20]2[CH:29]=[C:28]3[C:23]([CH:24]=[CH:25][CH:26]=[N:27]3)=[CH:22][CH:21]=2)[N:4]=1.C([O-])(O)=O.[Na+]. Product: [N:27]1[C:28]2[C:23](=[CH:22][CH:21]=[C:20]([C:5]3[CH:6]=[C:7]([NH:9][C:10]4[CH:11]=[CH:12][C:13]([C:16]([F:18])([F:17])[F:19])=[CH:14][CH:15]=4)[N:8]=[C:3]([OH:2])[N:4]=3)[CH:29]=2)[CH:24]=[CH:25][CH:26]=1. The catalyst class is: 33. (7) Reactant: [CH2:1]([C:3]1[CH:4]=[C:5]([CH:7]=[C:8]([C:10]2[N:14]([CH3:15])[N:13]=[N:12][N:11]=2)[CH:9]=1)[NH2:6])[CH3:2].N1C(C)=CC=CC=1C.Cl[C:25]([O:27][C:28]1[CH:33]=[CH:32][CH:31]=[CH:30][CH:29]=1)=[O:26].Cl. Product: [CH2:1]([C:3]1[CH:4]=[C:5]([NH:6][C:25](=[O:26])[O:27][C:28]2[CH:33]=[CH:32][CH:31]=[CH:30][CH:29]=2)[CH:7]=[C:8]([C:10]2[N:14]([CH3:15])[N:13]=[N:12][N:11]=2)[CH:9]=1)[CH3:2]. The catalyst class is: 56. (8) Reactant: [CH2:1]([O:4][C:5]([CH3:9])([CH3:8])[CH2:6][OH:7])[CH:2]=[CH2:3].C1C=C(Cl)C=C(C(OO)=[O:18])C=1.C([O-])(O)=O.[Na+].[O-]S([O-])(=S)=O.[Na+].[Na+]. Product: [CH3:8][C:5]([O:4][CH2:1][CH:2]1[CH2:3][O:18]1)([CH3:9])[CH2:6][OH:7]. The catalyst class is: 2. (9) The catalyst class is: 2. Reactant: [NH2:1][C:2]1[C:3]([F:29])=[CH:4][C:5]([Cl:28])=[C:6]([C:8]2[C:9](=[O:27])[N:10]([CH2:25][CH3:26])[C:11]3[C:16]([CH:17]=2)=[CH:15][N:14]=[C:13]([NH:18][CH:19]2[CH2:23][CH2:22][N:21]([CH3:24])[CH2:20]2)[CH:12]=3)[CH:7]=1.N1C=CC=CC=1.[C:36]1([N:42]=[C:43]=[O:44])[CH:41]=[CH:40][CH:39]=[CH:38][CH:37]=1. Product: [Cl:28][C:5]1[C:6]([C:8]2[C:9](=[O:27])[N:10]([CH2:25][CH3:26])[C:11]3[C:16]([CH:17]=2)=[CH:15][N:14]=[C:13]([NH:18][CH:19]2[CH2:23][CH2:22][N:21]([CH3:24])[CH2:20]2)[CH:12]=3)=[CH:7][C:2]([NH:1][C:43]([NH:42][C:36]2[CH:41]=[CH:40][CH:39]=[CH:38][CH:37]=2)=[O:44])=[C:3]([F:29])[CH:4]=1. (10) Reactant: [N:1]1([C:7]2[N:12]=[CH:11][C:10]([C:13]3[N:17]4[CH:18]=[CH:19][CH:20]=[CH:21][C:16]4=[N:15][C:14]=3[CH2:22][OH:23])=[CH:9][CH:8]=2)[CH2:6][CH2:5][O:4][CH2:3][CH2:2]1. Product: [N:1]1([C:7]2[N:12]=[CH:11][C:10]([C:13]3[N:17]4[CH:18]=[CH:19][CH:20]=[CH:21][C:16]4=[N:15][C:14]=3[CH:22]=[O:23])=[CH:9][CH:8]=2)[CH2:6][CH2:5][O:4][CH2:3][CH2:2]1. The catalyst class is: 4.